From a dataset of CYP2C9 inhibition data for predicting drug metabolism from PubChem BioAssay. Regression/Classification. Given a drug SMILES string, predict its absorption, distribution, metabolism, or excretion properties. Task type varies by dataset: regression for continuous measurements (e.g., permeability, clearance, half-life) or binary classification for categorical outcomes (e.g., BBB penetration, CYP inhibition). Dataset: cyp2c9_veith. (1) The compound is O=C(O)CCc1nc(-c2ccccc2-n2cccc2)no1. The result is 0 (non-inhibitor). (2) The molecule is COc1c2c(cc3c1OCO3)CCN(C)C2. The result is 0 (non-inhibitor). (3) The molecule is Cc1ccc(C(=O)C2=C(O)C(=O)N(CCCn3ccnc3)C2c2ccc(OC(C)C)cc2)o1. The result is 1 (inhibitor). (4) The molecule is COCCNC(=O)COc1ccc(Oc2ccccc2)cc1. The result is 1 (inhibitor). (5) The compound is CCOc1cccc2cc(C(N)=O)c(=NCc3ccccc3)oc12. The result is 0 (non-inhibitor). (6) The drug is CCn1c(SCC(=O)Nc2ccc3c(c2)OCCO3)nc2c(c1=O)SC(C)C2. The result is 1 (inhibitor). (7) The molecule is Cc1ccc(SCc2[nH]nc3c2C(C(C)C)C(C#N)=C(N)O3)cc1. The result is 1 (inhibitor).